From a dataset of Reaction yield outcomes from USPTO patents with 853,638 reactions. Predict the reaction yield, written as a fraction of the theoretical maximum amount of product (1.0 means a 100% yield; for example, 0.34 means a 34% yield). (1) The reactants are [Al+3].[Cl-].[Cl-].[Cl-].[C:5]1([NH:11][C:12](=[O:17])[CH:13]=[C:14]([CH3:16])[CH3:15])[CH:10]=[CH:9][CH:8]=[CH:7][CH:6]=1. The catalyst is C1C=CC=CC=1. The product is [CH3:16][C:14]1([CH3:15])[C:10]2[C:5](=[CH:6][CH:7]=[CH:8][CH:9]=2)[NH:11][C:12](=[O:17])[CH2:13]1. The yield is 0.860. (2) The reactants are [NH2:1][C:2]1[CH:3]=[C:4]([C:8]2[C:16]3[C:11](=[CH:12][CH:13]=[C:14]([C:17]([NH2:19])=[O:18])[CH:15]=3)[N:10](C3CCCCO3)[N:9]=2)[CH:5]=[CH:6][CH:7]=1.[C:26](O)(=[O:35])[CH2:27][CH2:28][C:29]1[CH:34]=[CH:33][CH:32]=[CH:31][CH:30]=1.CCN=C=NCCCN(C)C. No catalyst specified. The product is [C:29]1([CH2:28][CH2:27][C:26]([NH:1][C:2]2[CH:3]=[C:4]([C:8]3[C:16]4[C:11](=[CH:12][CH:13]=[C:14]([C:17]([NH2:19])=[O:18])[CH:15]=4)[NH:10][N:9]=3)[CH:5]=[CH:6][CH:7]=2)=[O:35])[CH:34]=[CH:33][CH:32]=[CH:31][CH:30]=1. The yield is 0.130.